This data is from Experimentally validated miRNA-target interactions with 360,000+ pairs, plus equal number of negative samples. The task is: Binary Classification. Given a miRNA mature sequence and a target amino acid sequence, predict their likelihood of interaction. (1) The protein sequence of the target gene is MSGHSPTRGAMQVAMNGKARKEAVQTAAKELLKFVNRSPSPFHAVAECRNRLLQAGFSELKETEKWNIKPESKYFMTRNSSTIIAFAVGGQYVPGNGFSLIGAHTDSPCLRVKRRSRRSQVGFQQVGVETYGGGIWSTWFDRDLTLAGRVIVKCPTSGRLEQQLVHVERPILRIPHLAIHLQRNINENFGPNTEMHLVPILATAIQEELEKGTPEPGPLNAVDERHHSVLMSLLCAHLGLSPKDIVEMELCLADTQPAVLGGAYDEFIFAPRLDNLHSCFCALQALIDSCAGPGSLATEP.... Result: 0 (no interaction). The miRNA is hsa-miR-6796-3p with sequence GAAGCUCUCCCCUCCCCGCAG. (2) The miRNA is rno-miR-214-3p with sequence ACAGCAGGCACAGACAGGCAG. The protein sequence of the target gene is MSMLPTFGFTQEQVACVCEVLQQGGNIERLGRFLWSLPACEHLHKNESVLKAKAVVAFHRGNFRELYKILESHQFSPHNHAKLQQLWLKAHYIEAEKLRGRPLGAVGKYRVRRKFPLPRSIWDGEETSYCFKEKSRSVLREWYAHNPYPSPREKRELAEATGLTTTQVSNWFKNRRQRDRAAEAKERENSENSNSSSHNPLASSLNGSGKSVLGSSEDEKTPSGTPDHSSSSPALLLSPPPPPGLPSLHSLGHPPGPSAVPVPVPGGGGADPLQHHHSLQDSILNPMSANLVDLGS. Result: 0 (no interaction). (3) The miRNA is hsa-miR-6502-5p with sequence AGCUCUAGAAAGAUUGUUGACC. The protein sequence of the target gene is MALLMRLLTLALALSVGPAGTLAGPAKSPYQLVLQHSRLRGRQHGPNVCAVQKVIGTNKKYFTNCKQWYQRKICGKSTVISYECCPGYEKVPGEKGCPAALPLSNLYETMGVVGSTTTQLYTDRTEKLRPEMEGPGSFTIFAPSNEAWSSLPAEVLDSLVSNVNIELLNALRYHMVDRRVLTDELKHGMTLTSMYQNSNIQIHHYPNGIVTVNCARLLKADHHATNGVVHLIDKVISTITNNIQQIIEIEDTFETLRAAVAASGLNTVLEGDGQFTLLAPTNEAFEKIPAETLNRILGDP.... Result: 0 (no interaction).